Regression. Given a peptide amino acid sequence and an MHC pseudo amino acid sequence, predict their binding affinity value. This is MHC class I binding data. From a dataset of Peptide-MHC class I binding affinity with 185,985 pairs from IEDB/IMGT. (1) The binding affinity (normalized) is 0. The peptide sequence is SLSAYIIRV. The MHC is H-2-Ld with pseudo-sequence H-2-Ld. (2) The peptide sequence is MQLPGGWLL. The MHC is HLA-B35:01 with pseudo-sequence HLA-B35:01. The binding affinity (normalized) is 0.599. (3) The peptide sequence is HQDNLDTVI. The MHC is HLA-B48:01 with pseudo-sequence HLA-B48:01. The binding affinity (normalized) is 0.157. (4) The peptide sequence is FSLPSSSSY. The MHC is HLA-B46:01 with pseudo-sequence HLA-B46:01. The binding affinity (normalized) is 0.606. (5) The peptide sequence is FPFKYAAAM. The MHC is Mamu-A2201 with pseudo-sequence Mamu-A2201. The binding affinity (normalized) is 0.873. (6) The peptide sequence is NMVSDTIMKR. The MHC is HLA-A03:01 with pseudo-sequence HLA-A03:01. The binding affinity (normalized) is 0.229.